Dataset: Reaction yield outcomes from USPTO patents with 853,638 reactions. Task: Predict the reaction yield, written as a fraction of the theoretical maximum amount of product (1.0 means a 100% yield; for example, 0.34 means a 34% yield). (1) The reactants are C[O:2][C:3](=[O:36])[CH:4]([C:26]1[C:34]2[C:29](=[CH:30][CH:31]=[CH:32][CH:33]=2)[N:28]([CH3:35])[CH:27]=1)[CH2:5][C:6]1[CH:10]=[C:9]([C:11]2[CH:16]=[CH:15][C:14]([CH3:17])=[CH:13][CH:12]=2)[N:8]([C:18]2[CH:23]=[CH:22][C:21]([O:24][CH3:25])=[CH:20][CH:19]=2)[N:7]=1.[Li+].[OH-]. No catalyst specified. The product is [CH3:25][O:24][C:21]1[CH:20]=[CH:19][C:18]([N:8]2[C:9]([C:11]3[CH:16]=[CH:15][C:14]([CH3:17])=[CH:13][CH:12]=3)=[CH:10][C:6]([CH2:5][CH:4]([C:26]3[C:34]4[C:29](=[CH:30][CH:31]=[CH:32][CH:33]=4)[N:28]([CH3:35])[CH:27]=3)[C:3]([OH:36])=[O:2])=[N:7]2)=[CH:23][CH:22]=1. The yield is 0.490. (2) The catalyst is C1COCC1. The reactants are Br[C:2]1[CH:7]=[CH:6][C:5]([C:8]2[CH2:13][CH2:12][N:11]([CH2:14][C:15]3[CH:20]=[CH:19][CH:18]=[CH:17][CH:16]=3)[CH2:10][CH:9]=2)=[CH:4][CH:3]=1.[Li]CCCC.[C:26](=O)([O:30]CC)[O:27][CH2:28][CH3:29]. The product is [CH2:14]([N:11]1[CH2:12][CH2:13][C:8]([C:5]2[CH:6]=[CH:7][C:2]([C:26]([O:27][CH2:28][CH3:29])=[O:30])=[CH:3][CH:4]=2)=[CH:9][CH2:10]1)[C:15]1[CH:20]=[CH:19][CH:18]=[CH:17][CH:16]=1. The yield is 0.118.